This data is from Reaction yield outcomes from USPTO patents with 853,638 reactions. The task is: Predict the reaction yield, written as a fraction of the theoretical maximum amount of product (1.0 means a 100% yield; for example, 0.34 means a 34% yield). (1) The reactants are [CH3:1][C@H:2]([OH:5])[C:3]#[CH:4].Br[C:7]#[C:8][C:9]1[CH:17]=[CH:16][C:12]([C:13]([OH:15])=[O:14])=[CH:11][CH:10]=1. The catalyst is C(N)CCC.[Cu]Cl.Cl.NO. The product is [OH:5][C@@H:2]([CH3:1])[C:3]#[C:4][C:7]#[C:8][C:9]1[CH:17]=[CH:16][C:12]([C:13]([OH:15])=[O:14])=[CH:11][CH:10]=1. The yield is 0.840. (2) The reactants are FC1C=CC=CC=1CN1C=C(C2C3C(=NC=C(C4C=C(NS(C)(=O)=O)C=CC=4)C=3)NC=2)C=N1.I[C:35]1[C:43]2[C:38](=[N:39][CH:40]=[C:41]([C:44]3[CH:45]=[CH:46][C:47]([O:55][CH3:56])=[C:48]([S:50]([NH:53][CH3:54])(=[O:52])=[O:51])[CH:49]=3)[CH:42]=2)[N:37]([S:57]([C:60]2[CH:66]=[CH:65][C:63]([CH3:64])=[CH:62][CH:61]=2)(=[O:59])=[O:58])[CH:36]=1.[F:67][C:68]1[CH:69]=[C:70]([CH:88]=[C:89]([F:91])[CH:90]=1)[CH2:71][N:72]1[C:76]([CH3:77])=[C:75](B2OC(C)(C)C(C)(C)O2)[C:74]([CH3:87])=[N:73]1.C(=O)([O-])[O-].[Na+].[Na+]. The catalyst is C1(C)C=CC=CC=1.C(O)C.O. The product is [F:67][C:68]1[CH:69]=[C:70]([CH:88]=[C:89]([F:91])[CH:90]=1)[CH2:71][N:72]1[C:76]([CH3:77])=[C:75]([C:35]2[C:43]3[C:38](=[N:39][CH:40]=[C:41]([C:44]4[CH:45]=[CH:46][C:47]([O:55][CH3:56])=[C:48]([S:50]([NH:53][CH3:54])(=[O:52])=[O:51])[CH:49]=4)[CH:42]=3)[N:37]([S:57]([C:60]3[CH:66]=[CH:65][C:63]([CH3:64])=[CH:62][CH:61]=3)(=[O:59])=[O:58])[CH:36]=2)[C:74]([CH3:87])=[N:73]1. The yield is 0.779. (3) The catalyst is C(O)C. The reactants are [Cl:1][C:2]1[N:11]=[C:10](Cl)[C:9]2[C:4](=[CH:5][CH:6]=[CH:7][CH:8]=2)[N:3]=1.[CH3:13][C:14]1[NH:18][N:17]=[C:16]([NH2:19])[CH:15]=1. The yield is 0.930. The product is [Cl:1][C:2]1[N:11]=[C:10]([NH:19][C:16]2[CH:15]=[C:14]([CH3:13])[NH:18][N:17]=2)[C:9]2[C:4](=[CH:5][CH:6]=[CH:7][CH:8]=2)[N:3]=1. (4) The reactants are C(N(CC)CC)C.[OH:8][C@@H:9]([CH2:13][C:14]1[N:15]=[CH:16][NH:17][CH:18]=1)[C:10]([OH:12])=O.CN(C(ON1N=NC2C=CC=CC1=2)=[N+](C)C)C.[B-](F)(F)(F)F.Cl.[NH2:42][C@H:43]([CH2:62][C:63]1[CH:68]=[CH:67][C:66]([O:69][CH3:70])=[CH:65][CH:64]=1)[C:44]([N:46]1[CH2:49][C:48]([O:57][CH2:58][CH2:59][CH2:60][CH3:61])([C:50]2[CH:55]=[CH:54][CH:53]=[CH:52][C:51]=2[CH3:56])[CH2:47]1)=[O:45].[OH-].[Na+]. The catalyst is CN(C)C=O. The product is [CH2:58]([O:57][C:48]1([C:50]2[CH:55]=[CH:54][CH:53]=[CH:52][C:51]=2[CH3:56])[CH2:49][N:46]([C:44](=[O:45])[C@H:43]([NH:42][C:10](=[O:12])[C@@H:9]([OH:8])[CH2:13][C:14]2[N:15]=[CH:16][NH:17][CH:18]=2)[CH2:62][C:63]2[CH:68]=[CH:67][C:66]([O:69][CH3:70])=[CH:65][CH:64]=2)[CH2:47]1)[CH2:59][CH2:60][CH3:61]. The yield is 0.130. (5) The reactants are [N+:1]([C:4]1[CH:13]=[C:12]2[C:7]([CH2:8][CH2:9][N:10]([C:14]([O:16][C:17]([CH3:20])([CH3:19])[CH3:18])=[O:15])[CH2:11]2)=[CH:6][CH:5]=1)([O-])=O. The catalyst is CO.[OH-].[OH-].[Pd+2]. The product is [NH2:1][C:4]1[CH:13]=[C:12]2[C:7]([CH2:8][CH2:9][N:10]([C:14]([O:16][C:17]([CH3:20])([CH3:19])[CH3:18])=[O:15])[CH2:11]2)=[CH:6][CH:5]=1. The yield is 0.690. (6) The catalyst is ClCCl. The product is [Si:12]([O:6][CH2:1][CH:2]([OH:5])[CH2:3][CH3:4])([C:15]([CH3:18])([CH3:17])[CH3:16])([CH3:14])[CH3:13]. The reactants are [CH2:1]([OH:6])[CH:2]([OH:5])[CH2:3][CH3:4].CN(C)C=O.[Si:12](Cl)([C:15]([CH3:18])([CH3:17])[CH3:16])([CH3:14])[CH3:13].N1C=CN=C1. The yield is 0.450. (7) The reactants are [N:1]1[CH:6]=[CH:5][C:4]([N:7]2[CH2:16][CH2:15][C:10]3([CH2:14][NH:13][CH2:12][CH2:11]3)[CH2:9][CH2:8]2)=[CH:3][CH:2]=1.CCN(C(C)C)C(C)C.CN(C(ON1N=NC2C=CC=CC1=2)=[N+](C)C)C.F[P-](F)(F)(F)(F)F.[CH2:50]([O:52][C:53](=[O:68])[C@@H:54]([NH:60][C:61]([O:63][CH2:64][CH2:65][CH2:66][CH3:67])=[O:62])[CH2:55][CH2:56][C:57](O)=[O:58])[CH3:51]. The catalyst is CN(C=O)C. The product is [CH2:64]([O:63][C:61]([NH:60][C@@H:54]([CH2:55][CH2:56][C:57](=[O:58])[N:13]1[CH2:12][CH2:11][C:10]2([CH2:15][CH2:16][N:7]([C:4]3[CH:3]=[CH:2][N:1]=[CH:6][CH:5]=3)[CH2:8][CH2:9]2)[CH2:14]1)[C:53]([O:52][CH2:50][CH3:51])=[O:68])=[O:62])[CH2:65][CH2:66][CH3:67]. The yield is 0.430. (8) The reactants are [Cl:1][C:2]1[CH:7]=[C:6]([Cl:8])[CH:5]=[CH:4][C:3]=1[S:9][C:10]1[CH:17]=[CH:16][CH:15]=[CH:14][C:11]=1[CH:12]=O.C(O)(=O)[CH2:19][C:20]([OH:22])=[O:21].N1CCCCC1. The catalyst is N1C=CC=CC=1. The product is [Cl:1][C:2]1[CH:7]=[C:6]([Cl:8])[CH:5]=[CH:4][C:3]=1[S:9][C:10]1[CH:17]=[CH:16][CH:15]=[CH:14][C:11]=1/[CH:12]=[CH:19]/[C:20]([OH:22])=[O:21]. The yield is 0.910.